Dataset: Catalyst prediction with 721,799 reactions and 888 catalyst types from USPTO. Task: Predict which catalyst facilitates the given reaction. (1) Reactant: Cl.[NH:2]1[CH2:7][CH2:6][CH:5]([C:8]2[CH:17]=[CH:16][C:11]([C:12]([O:14][CH3:15])=[O:13])=[CH:10][CH:9]=2)[CH2:4][CH2:3]1.C=O.[C:20]([BH3-])#N.[Na+].C(O)(=O)C. Product: [CH3:20][N:2]1[CH2:7][CH2:6][CH:5]([C:8]2[CH:17]=[CH:16][C:11]([C:12]([O:14][CH3:15])=[O:13])=[CH:10][CH:9]=2)[CH2:4][CH2:3]1. The catalyst class is: 40. (2) Reactant: [CH3:1][CH2:2][C:3](=[O:6])[CH2:4][CH3:5].[C:7]1([Mg]Br)[CH:12]=[CH:11][CH:10]=[CH:9][CH:8]=1.[Cl-].[NH4+]. Product: [C:7]1([C:3]([OH:6])([CH2:4][CH3:5])[CH2:2][CH3:1])[CH:12]=[CH:11][CH:10]=[CH:9][CH:8]=1. The catalyst class is: 28. (3) Reactant: C[O:2][C:3]([C:5]1[CH:10]=[C:9]([C:11]2[CH:16]=[CH:15][CH:14]=[CH:13][C:12]=2[CH3:17])[C:8]([C:18](=[O:36])[N:19]([CH2:21][C:22]2[CH:27]=[C:26]([C:28]([F:31])([F:30])[F:29])[CH:25]=[C:24]([C:32]([F:35])([F:34])[F:33])[CH:23]=2)[CH3:20])=[CH:7][N:6]=1)=[O:4].CO.O1CCOCC1.O. Product: [F:30][C:28]([F:29])([F:31])[C:26]1[CH:27]=[C:22]([CH:23]=[C:24]([C:32]([F:35])([F:34])[F:33])[CH:25]=1)[CH2:21][N:19]([CH3:20])[C:18]([C:8]1[C:9]([C:11]2[CH:16]=[CH:15][CH:14]=[CH:13][C:12]=2[CH3:17])=[CH:10][C:5]([C:3]([OH:4])=[O:2])=[N:6][CH:7]=1)=[O:36]. The catalyst class is: 74. (4) Reactant: S(Cl)(Cl)=O.[Cl:5][C:6]1[N:14]=[CH:13][N:12]=[C:11]2[C:7]=1[N:8]=[CH:9][N:10]2[C@H:15]1[C@@H:19]2[O:20][C:21]([CH3:24])([CH3:23])[O:22][C@@H:18]2[C@@H:17]([C:25](O)=[O:26])[O:16]1. Product: [Cl:5][C:6]1[N:14]=[CH:13][N:12]=[C:11]2[C:7]=1[N:8]=[CH:9][N:10]2[C@H:15]1[C@@H:19]2[O:20][C:21]([CH3:24])([CH3:23])[O:22][C@H:18]2[C@@H:17]([C:25]([NH:10][CH2:15][CH:19]([OH:20])[CH3:18])=[O:26])[O:16]1. The catalyst class is: 22.